The task is: Regression. Given two drug SMILES strings and cell line genomic features, predict the synergy score measuring deviation from expected non-interaction effect.. This data is from Merck oncology drug combination screen with 23,052 pairs across 39 cell lines. (1) Drug 1: CN(C)C(=N)N=C(N)N. Drug 2: N#Cc1ccc(Cn2cncc2CN2CCN(c3cccc(Cl)c3)C(=O)C2)cc1. Cell line: SW620. Synergy scores: synergy=0.823. (2) Drug 1: CCC1(O)CC2CN(CCc3c([nH]c4ccccc34)C(C(=O)OC)(c3cc4c(cc3OC)N(C)C3C(O)(C(=O)OC)C(OC(C)=O)C5(CC)C=CCN6CCC43C65)C2)C1. Drug 2: CCc1cnn2c(NCc3ccc[n+]([O-])c3)cc(N3CCCCC3CCO)nc12. Cell line: UWB1289BRCA1. Synergy scores: synergy=-4.78. (3) Drug 1: C=CCn1c(=O)c2cnc(Nc3ccc(N4CCN(C)CC4)cc3)nc2n1-c1cccc(C(C)(C)O)n1. Drug 2: CC(C)CC(NC(=O)C(Cc1ccccc1)NC(=O)c1cnccn1)B(O)O. Cell line: PA1. Synergy scores: synergy=-9.72. (4) Drug 1: CN(Cc1cnc2nc(N)nc(N)c2n1)c1ccc(C(=O)NC(CCC(=O)O)C(=O)O)cc1. Drug 2: CCc1cnn2c(NCc3ccc[n+]([O-])c3)cc(N3CCCCC3CCO)nc12. Cell line: RPMI7951. Synergy scores: synergy=-5.17. (5) Drug 1: CC(=O)OC1C(=O)C2(C)C(O)CC3OCC3(OC(C)=O)C2C(OC(=O)c2ccccc2)C2(O)CC(OC(=O)C(O)C(NC(=O)c3ccccc3)c3ccccc3)C(C)=C1C2(C)C. Drug 2: NC1(c2ccc(-c3nc4ccn5c(=O)[nH]nc5c4cc3-c3ccccc3)cc2)CCC1. Cell line: VCAP. Synergy scores: synergy=29.2. (6) Drug 1: N#Cc1ccc(Cn2cncc2CN2CCN(c3cccc(Cl)c3)C(=O)C2)cc1. Drug 2: NC1(c2ccc(-c3nc4ccn5c(=O)[nH]nc5c4cc3-c3ccccc3)cc2)CCC1. Cell line: LOVO. Synergy scores: synergy=23.9. (7) Drug 1: CN1C(=O)C=CC2(C)C3CCC4(C)C(NC(=O)OCC(F)(F)F)CCC4C3CCC12. Drug 2: CCC1(O)C(=O)OCc2c1cc1n(c2=O)Cc2cc3c(CN(C)C)c(O)ccc3nc2-1. Cell line: PA1. Synergy scores: synergy=-6.26.